From a dataset of Full USPTO retrosynthesis dataset with 1.9M reactions from patents (1976-2016). Predict the reactants needed to synthesize the given product. (1) Given the product [Cl:1][CH:30]1[C:31]2[C:7]3[CH:8]=[CH:3][CH:4]=[CH:5][C:6]=3[N:9]([CH2:12][CH2:13][N:14]3[CH2:19][CH2:18][O:17][CH2:16][CH2:15]3)[C:32]=2[CH2:33][CH2:34][N:29]1[CH3:28], predict the reactants needed to synthesize it. The reactants are: [ClH:1].Cl[C:3]1[CH:8]=[CH:7][C:6]([NH:9]N)=[CH:5][CH:4]=1.Br[CH2:12][CH2:13][N:14]1[CH2:19][CH2:18][O:17][CH2:16][CH2:15]1.C(N(CC)CC)C.Cl.[CH3:28][N:29]1[CH2:34][CH2:33][C:32](=O)[CH2:31][CH2:30]1. (2) Given the product [O:20]=[C:19]1[C:17]2[C:16](=[CH:15][CH:14]=[CH:13][CH:18]=2)[C:22](=[O:23])[N:21]1[CH2:24][C:25]([O:1][C:2]([CH3:12])([CH3:11])[C:3](=[O:4])[C:5]1[CH:10]=[CH:9][CH:8]=[CH:7][CH:6]=1)=[O:26], predict the reactants needed to synthesize it. The reactants are: [OH:1][C:2]([CH3:12])([CH3:11])[C:3]([C:5]1[CH:10]=[CH:9][CH:8]=[CH:7][CH:6]=1)=[O:4].[CH:13]1[CH:18]=[C:17]2[C:19]([N:21]([CH2:24][C:25](O)=[O:26])[C:22](=[O:23])[C:16]2=[CH:15][CH:14]=1)=[O:20].CC1C=CC(S([O-])(=O)=O)=CC=1.C[N+]1(CCN=C=NC2CCCCC2)CCOCC1. (3) Given the product [NH2:32][C:10]1[CH:9]=[C:8]([C:6]([O:5][C:1]([CH3:2])([CH3:4])[CH3:3])=[O:7])[CH:31]=[CH:30][C:11]=1[O:12][C:13]1[C:22]([Cl:23])=[C:21]2[C:16]([CH:17]([C:24]([O:26][CH2:27][CH3:28])=[O:25])[CH2:18][CH2:19][O:20]2)=[CH:15][C:14]=1[Cl:29], predict the reactants needed to synthesize it. The reactants are: [C:1]([O:5][C:6]([C:8]1[CH:31]=[CH:30][C:11]([O:12][C:13]2[C:22]([Cl:23])=[C:21]3[C:16]([CH:17]([C:24]([O:26][CH2:27][CH3:28])=[O:25])[CH2:18][CH2:19][O:20]3)=[CH:15][C:14]=2[Cl:29])=[C:10]([N+:32]([O-])=O)[CH:9]=1)=[O:7])([CH3:4])([CH3:3])[CH3:2].C1COCC1.[NH4+].[Cl-]. (4) Given the product [CH3:2][O:3][C:4]1[CH:9]=[CH:8][C:7]([C:10]2[CH:11]=[C:12]3[C:13]([CH2:16][C:17](=[O:18])[NH:25]3)=[CH:14][CH:15]=2)=[CH:6][CH:5]=1, predict the reactants needed to synthesize it. The reactants are: Cl.[CH3:2][O:3][C:4]1[CH:9]=[CH:8][C:7]([C:10]2[CH:15]=[CH:14][C:13]([CH:16](C(OC)=O)[C:17](OC)=[O:18])=[C:12]([N+:25]([O-])=O)[CH:11]=2)=[CH:6][CH:5]=1.[Sn]. (5) Given the product [CH:30]1([C:28]([N:25]([CH2:24][C:23]2[C:14]([C:8]3[CH:7]=[C:6]([CH2:5][C:4]([OH:33])=[O:3])[CH:11]=[CH:10][C:9]=3[O:12][CH3:13])=[N:15][C:16]3[C:21]([CH:22]=2)=[CH:20][CH:19]=[CH:18][CH:17]=3)[CH2:26][CH3:27])=[O:29])[CH2:32][CH2:31]1, predict the reactants needed to synthesize it. The reactants are: C([O:3][C:4](=[O:33])[CH2:5][C:6]1[CH:11]=[CH:10][C:9]([O:12][CH3:13])=[C:8]([C:14]2[C:23]([CH2:24][N:25]([C:28]([CH:30]3[CH2:32][CH2:31]3)=[O:29])[CH2:26][CH3:27])=[CH:22][C:21]3[C:16](=[CH:17][CH:18]=[CH:19][CH:20]=3)[N:15]=2)[CH:7]=1)C.[OH-].[Li+]. (6) Given the product [CH2:33]([N:34]([CH3:37])[CH2:1][C@@H:2]([CH3:3])[O:4][C:65]1[CH:64]=[CH:63][CH:62]=[C:61]2[C:66]=1[C:57]([NH:56][C:55]1[CH:68]=[CH:69][C:70]([O:71][CH2:72][C:73]3[CH:78]=[CH:77][CH:76]=[CH:75][N:74]=3)=[C:53]([Cl:52])[CH:54]=1)=[N:58][CH:59]=[N:60]2)[CH:30]=[CH2:31], predict the reactants needed to synthesize it. The reactants are: [CH2:1]1[O:4][C@@H:2]1[CH3:3].[O-]S(C(F)(F)F)(=O)=O.[Yb+3].[O-]S(C(F)(F)F)(=O)=O.[O-]S(C(F)(F)F)(=O)=O.[CH2:30]([CH2:33][NH2:34])[CH:31]=C.[H-].[Na+].[CH2:37]1OCCOCCOCCOCCOC1.[Cl:52][C:53]1[CH:54]=[C:55]([CH:68]=[CH:69][C:70]=1[O:71][CH2:72][C:73]1[CH:78]=[CH:77][CH:76]=[CH:75][N:74]=1)[NH:56][C:57]1[C:66]2[C:61](=[CH:62][CH:63]=[CH:64][C:65]=2F)[N:60]=[CH:59][N:58]=1. (7) Given the product [CH:38]1([NH:42][C:21]2[N:20]=[C:19]([O:18][C:11]3[C:12]4[C:17](=[CH:16][CH:15]=[CH:14][CH:13]=4)[C:8]([NH:7][C:5](=[O:6])[C:4]4[CH:29]=[C:30]([N:32]5[CH2:37][CH2:36][O:35][CH2:34][CH2:33]5)[CH:31]=[C:2]([F:1])[CH:3]=4)=[CH:9][CH:10]=3)[CH:24]=[CH:23][N:22]=2)[CH2:41][CH2:40][CH2:39]1, predict the reactants needed to synthesize it. The reactants are: [F:1][C:2]1[CH:3]=[C:4]([CH:29]=[C:30]([N:32]2[CH2:37][CH2:36][O:35][CH2:34][CH2:33]2)[CH:31]=1)[C:5]([NH:7][C:8]1[C:17]2[C:12](=[CH:13][CH:14]=[CH:15][CH:16]=2)[C:11]([O:18][C:19]2[CH:24]=[CH:23][N:22]=[C:21](S(C)(=O)=O)[N:20]=2)=[CH:10][CH:9]=1)=[O:6].[CH:38]1([NH2:42])[CH2:41][CH2:40][CH2:39]1. (8) Given the product [Cl:9][C:10]1[CH:11]=[C:12]([C:20]2[O:24][N:23]=[C:22]([C:25]3[CH:26]=[CH:27][CH:28]=[C:29]4[C:33]=3[N:32]([CH3:34])[CH:31]=[C:30]4[CH2:35][NH:2][CH2:3][C:4]([O:6][CH2:7][CH3:8])=[O:5])[N:21]=2)[CH:13]=[CH:14][C:15]=1[O:16][CH:17]([CH3:18])[CH3:19], predict the reactants needed to synthesize it. The reactants are: Cl.[NH2:2][CH2:3][C:4]([O:6][CH2:7][CH3:8])=[O:5].[Cl:9][C:10]1[CH:11]=[C:12]([C:20]2[O:24][N:23]=[C:22]([C:25]3[CH:26]=[CH:27][CH:28]=[C:29]4[C:33]=3[N:32]([CH3:34])[CH:31]=[C:30]4[CH:35]=O)[N:21]=2)[CH:13]=[CH:14][C:15]=1[O:16][CH:17]([CH3:19])[CH3:18].[OH-].[Na+]. (9) The reactants are: [C:1]1([O:7][C:8](=[O:25])[NH:9][C:10]2[CH:15]=[C:14]([O:16][C:17]3[CH:22]=[CH:21][C:20]([NH2:23])=[CH:19][C:18]=3[F:24])[N:13]=[CH:12][N:11]=2)[CH:6]=[CH:5][CH:4]=[CH:3][CH:2]=1.[F:26][C:27]1[CH:32]=[CH:31][C:30]([NH:33][C:34]([C:36]2([C:39](O)=[O:40])[CH2:38][CH2:37]2)=[O:35])=[CH:29][CH:28]=1.C(N(CC)CC)C.F[P-](F)(F)(F)(F)F.N1(O[P+](N(C)C)(N(C)C)N(C)C)C2C=CC=CC=2N=N1. Given the product [C:1]1([O:7][C:8](=[O:25])[NH:9][C:10]2[CH:15]=[C:14]([O:16][C:17]3[CH:22]=[CH:21][C:20]([NH:23][C:39]([C:36]4([C:34](=[O:35])[NH:33][C:30]5[CH:29]=[CH:28][C:27]([F:26])=[CH:32][CH:31]=5)[CH2:37][CH2:38]4)=[O:40])=[CH:19][C:18]=3[F:24])[N:13]=[CH:12][N:11]=2)[CH:6]=[CH:5][CH:4]=[CH:3][CH:2]=1, predict the reactants needed to synthesize it. (10) Given the product [CH3:8][C:4]1([CH3:9])[O:5][C:6](=[O:7])/[C:2](=[CH:10]/[C:11]([O:13][Si:14]([C:27]([CH3:30])([CH3:29])[CH3:28])([C:21]2[CH:26]=[CH:25][CH:24]=[CH:23][CH:22]=2)[C:15]2[CH:20]=[CH:19][CH:18]=[CH:17][CH:16]=2)=[O:12])/[O:3]1, predict the reactants needed to synthesize it. The reactants are: Br[C:2]1([CH2:10][C:11]([O:13][Si:14]([C:27]([CH3:30])([CH3:29])[CH3:28])([C:21]2[CH:26]=[CH:25][CH:24]=[CH:23][CH:22]=2)[C:15]2[CH:20]=[CH:19][CH:18]=[CH:17][CH:16]=2)=[O:12])[C:6](=[O:7])[O:5][C:4]([CH3:9])([CH3:8])[O:3]1.N12CCCN=C1CCCCC2.